This data is from Reaction yield outcomes from USPTO patents with 853,638 reactions. The task is: Predict the reaction yield, written as a fraction of the theoretical maximum amount of product (1.0 means a 100% yield; for example, 0.34 means a 34% yield). The reactants are Br[C:2]1[CH:11]=[CH:10][C:5]([C:6]([O:8][CH3:9])=[O:7])=[C:4]([F:12])[CH:3]=1.[CH2:13]([Sn](CCCC)(CCCC)CCCC)[CH:14]=[CH2:15].[F-].[Cs+]. The catalyst is O1CCOCC1.C1C=CC([P]([Pd]([P](C2C=CC=CC=2)(C2C=CC=CC=2)C2C=CC=CC=2)([P](C2C=CC=CC=2)(C2C=CC=CC=2)C2C=CC=CC=2)[P](C2C=CC=CC=2)(C2C=CC=CC=2)C2C=CC=CC=2)(C2C=CC=CC=2)C2C=CC=CC=2)=CC=1. The product is [CH2:15]([C:2]1[CH:11]=[CH:10][C:5]([C:6]([O:8][CH3:9])=[O:7])=[C:4]([F:12])[CH:3]=1)[CH:14]=[CH2:13]. The yield is 0.940.